Dataset: Reaction yield outcomes from USPTO patents with 853,638 reactions. Task: Predict the reaction yield, written as a fraction of the theoretical maximum amount of product (1.0 means a 100% yield; for example, 0.34 means a 34% yield). (1) The reactants are [CH3:1][O:2][C:3]1[CH:10]=[CH:9][C:6]([CH2:7][SH:8])=[CH:5][CH:4]=1.C[O-].Br[CH2:14][CH2:15][CH2:16][CH2:17][CH2:18][CH2:19][CH2:20][CH2:21][CH2:22][CH2:23][CH2:24][CH2:25][OH:26]. The catalyst is CO. The product is [CH3:1][O:2][C:3]1[CH:10]=[CH:9][C:6]([CH2:7][S:8][CH2:14][CH2:15][CH2:16][CH2:17][CH2:18][CH2:19][CH2:20][CH2:21][CH2:22][CH2:23][CH2:24][CH2:25][OH:26])=[CH:5][CH:4]=1. The yield is 0.900. (2) The reactants are FC(F)(F)C(OC(=O)C(F)(F)F)=[O:4].[CH3:14][O:15][CH:16]([O:26][CH3:27])[C:17]1[CH:18]=[C:19]([Br:25])[C:20]([CH3:24])=[N+:21]([O-])[CH:22]=1.CO.C([O-])([O-])=O.[Na+].[Na+]. The catalyst is CCOC(C)=O.C(Cl)Cl. The product is [CH3:14][O:15][CH:16]([O:26][CH3:27])[C:17]1[CH:18]=[C:19]([Br:25])[C:20]([CH2:24][OH:4])=[N:21][CH:22]=1. The yield is 0.830. (3) The reactants are [C:1]([C:4]1[CH:5]=[C:6]([CH:12]=[CH:13][CH:14]=1)[C:7]([N:9]([CH3:11])[CH3:10])=[O:8])(=[O:3])[CH3:2].[Br:15]Br. The catalyst is C(Cl)Cl. The product is [Br:15][CH2:2][C:1]([C:4]1[CH:5]=[C:6]([CH:12]=[CH:13][CH:14]=1)[C:7]([N:9]([CH3:11])[CH3:10])=[O:8])=[O:3]. The yield is 0.830. (4) The reactants are [Br:1][C:2]1[C:6]([Br:7])=[C:5](Br)[N:4]([CH2:9][C:10](=[O:12])[CH3:11])[N:3]=1.C([Sn](CCCC)(CCCC)[C:18]([O:20]CC)=[CH2:19])CCC. The catalyst is O1CCOCC1.Cl[Pd](Cl)([P](C1C=CC=CC=1)(C1C=CC=CC=1)C1C=CC=CC=1)[P](C1C=CC=CC=1)(C1C=CC=CC=1)C1C=CC=CC=1. The product is [C:18]([C:5]1[N:4]([CH2:9][C:10](=[O:12])[CH3:11])[N:3]=[C:2]([Br:1])[C:6]=1[Br:7])(=[O:20])[CH3:19]. The yield is 0.340.